Dataset: Forward reaction prediction with 1.9M reactions from USPTO patents (1976-2016). Task: Predict the product of the given reaction. (1) Given the reactants C([O:4][CH2:5][C:6]1[CH:11]=[C:10]([Cl:12])[CH:9]=[C:8]([Cl:13])[C:7]=1[CH2:14][C:15]([NH:17][CH:18]1[C:26]2[C:21](=[N:22][CH:23]=[CH:24][CH:25]=2)[O:20][CH2:19]1)=[O:16])(=O)C, predict the reaction product. The product is: [Cl:13][C:8]1[CH:9]=[C:10]([Cl:12])[CH:11]=[C:6]([CH2:5][OH:4])[C:7]=1[CH2:14][C:15]([NH:17][CH:18]1[C:26]2[C:21](=[N:22][CH:23]=[CH:24][CH:25]=2)[O:20][CH2:19]1)=[O:16]. (2) Given the reactants [CH:1]([C:3]1[CH:8]=[CH:7][CH:6]=[CH:5][C:4]=1[C:9]1[CH:14]=[CH:13][C:12]([C:15]([CH3:24])([CH3:23])[C:16]([NH:18][CH2:19][CH:20]([CH3:22])[CH3:21])=[O:17])=[CH:11][CH:10]=1)=[O:2].[BH4-].[Na+], predict the reaction product. The product is: [OH:2][CH2:1][C:3]1[CH:8]=[CH:7][CH:6]=[CH:5][C:4]=1[C:9]1[CH:14]=[CH:13][C:12]([C:15]([CH3:23])([CH3:24])[C:16]([NH:18][CH2:19][CH:20]([CH3:21])[CH3:22])=[O:17])=[CH:11][CH:10]=1.